This data is from Forward reaction prediction with 1.9M reactions from USPTO patents (1976-2016). The task is: Predict the product of the given reaction. (1) Given the reactants [Br:1][C:2]1[CH:7]=[CH:6][C:5](F)=[C:4]([N+:9]([O-:11])=[O:10])[CH:3]=1.[O:12]=[C:13]1[C:21]2[C:16](=[CH:17][CH:18]=[CH:19][CH:20]=2)[C:15](=[O:22])[N-:14]1.[K+].CN1C(=O)CCC1, predict the reaction product. The product is: [Br:1][C:2]1[CH:7]=[CH:6][C:5]([N:14]2[C:15](=[O:22])[C:16]3[C:21](=[CH:20][CH:19]=[CH:18][CH:17]=3)[C:13]2=[O:12])=[C:4]([N+:9]([O-:11])=[O:10])[CH:3]=1. (2) Given the reactants [Br:1][C:2]1[CH:7]=[CH:6][C:5]([O:8][CH3:9])=[CH:4][C:3]=1[CH2:10][OH:11].N1C=CN=C1.[CH:17]([Si:20](Cl)([CH:24]([CH3:26])[CH3:25])[CH:21]([CH3:23])[CH3:22])([CH3:19])[CH3:18], predict the reaction product. The product is: [Br:1][C:2]1[CH:7]=[CH:6][C:5]([O:8][CH3:9])=[CH:4][C:3]=1[CH2:10][O:11][Si:20]([CH:24]([CH3:26])[CH3:25])([CH:21]([CH3:23])[CH3:22])[CH:17]([CH3:19])[CH3:18]. (3) Given the reactants C(Cl)Cl.CN(C=O)C.[Cl:9][C:10]1[CH:36]=[CH:35][C:34]([Cl:37])=[CH:33][C:11]=1[C:12]([NH:14][NH:15][C:16](=O)[C:17]1[CH:22]=[CH:21][C:20]([O:23][CH2:24][CH2:25][CH2:26][CH2:27][CH2:28][CH2:29][CH2:30][CH3:31])=[CH:19][CH:18]=1)=O.[CH3:38][O:39][C:40]1[CH:45]=[CH:44][C:43]([NH2:46])=[CH:42][CH:41]=1.P(Cl)(Cl)Cl, predict the reaction product. The product is: [Cl:9][C:10]1[CH:36]=[CH:35][C:34]([Cl:37])=[CH:33][C:11]=1[C:12]1[N:46]([C:43]2[CH:44]=[CH:45][C:40]([O:39][CH3:38])=[CH:41][CH:42]=2)[C:16]([C:17]2[CH:22]=[CH:21][C:20]([O:23][CH2:24][CH2:25][CH2:26][CH2:27][CH2:28][CH2:29][CH2:30][CH3:31])=[CH:19][CH:18]=2)=[N:15][N:14]=1. (4) Given the reactants [Cl:1][C:2]1[CH:3]=[C:4]2[C:9](=[CH:10][CH:11]=1)[CH:8]=[C:7]([S:12]([CH2:15][CH2:16][C:17]([OH:19])=O)(=[O:14])=[O:13])[CH:6]=[CH:5]2.C1C=CC2N(O)N=NC=2C=1.CCN=C=NCCCN(C)C.Cl.Cl.[CH3:43][C:44]1[N:48]2[CH2:49][CH2:50][N:51]([CH:54]3[CH2:59][CH2:58][NH:57][CH2:56][CH2:55]3)[C:52](=[O:53])[C:47]2=[CH:46][N:45]=1.C1CCN2C(=NCCC2)CC1, predict the reaction product. The product is: [Cl:1][C:2]1[CH:3]=[C:4]2[C:9](=[CH:10][CH:11]=1)[CH:8]=[C:7]([S:12]([CH2:15][CH2:16][C:17]([N:57]1[CH2:56][CH2:55][CH:54]([N:51]3[CH2:50][CH2:49][N:48]4[C:44]([CH3:43])=[N:45][CH:46]=[C:47]4[C:52]3=[O:53])[CH2:59][CH2:58]1)=[O:19])(=[O:13])=[O:14])[CH:6]=[CH:5]2. (5) Given the reactants [CH3:1][C:2]1[CH2:7][CH2:6][CH:5]([C:8]([Cl:10])=[O:9])[CH2:4][CH:3]=1.[CH3:11][O:12][C:13]([C:15]1[S:16][C:17]([C:24]2[CH:29]=[CH:28][C:27]([F:30])=[CH:26][CH:25]=2)=[CH:18][C:19]=1[NH:20][CH:21]([CH3:23])[CH3:22])=[O:14], predict the reaction product. The product is: [CH3:1][C:2]1[CH2:7][CH2:6][CH:5]([C:8]([Cl:10])=[O:9])[CH2:4][CH:3]=1.[CH3:11][O:12][C:13]([C:15]1[S:16][C:17]([C:24]2[CH:25]=[CH:26][C:27]([F:30])=[CH:28][CH:29]=2)=[CH:18][C:19]=1[N:20]([CH:21]([CH3:23])[CH3:22])[C:8]([CH:5]1[CH2:6][CH2:7][C:2]([CH3:1])=[CH:3][CH2:4]1)=[O:9])=[O:14]. (6) The product is: [Br:1][C:2]1[CH:7]=[CH:6][C:5]([CH3:8])=[CH:4][C:3]=1[O:9][CH2:11][CH2:12][CH2:13][O:14][CH3:15]. Given the reactants [Br:1][C:2]1[CH:7]=[CH:6][C:5]([CH3:8])=[CH:4][C:3]=1[OH:9].Cl[CH2:11][CH2:12][CH2:13][O:14][CH3:15], predict the reaction product.